Dataset: Full USPTO retrosynthesis dataset with 1.9M reactions from patents (1976-2016). Task: Predict the reactants needed to synthesize the given product. (1) Given the product [C:9]([C:13]1[CH:18]=[CH:17][C:16]([C:2]2[CH:7]=[N:6][NH:5][C:4](=[O:8])[CH:3]=2)=[CH:15][CH:14]=1)([CH3:12])([CH3:11])[CH3:10], predict the reactants needed to synthesize it. The reactants are: Cl[C:2]1[CH:7]=[N:6][NH:5][C:4](=[O:8])[CH:3]=1.[C:9]([C:13]1[CH:18]=[CH:17][C:16](B(O)O)=[CH:15][CH:14]=1)([CH3:12])([CH3:11])[CH3:10].C(=O)([O-])[O-].[Na+].[Na+]. (2) Given the product [CH2:22]([O:21][C:19](=[O:20])[CH2:18][N:5]([C:4]([O:3][CH2:1][CH3:2])=[O:14])[CH2:6][CH2:7][C:8]1[O:9][C:10]([CH3:13])=[CH:11][CH:12]=1)[CH3:23], predict the reactants needed to synthesize it. The reactants are: [CH2:1]([O:3][C:4](=[O:14])[NH:5][CH2:6][CH2:7][C:8]1[O:9][C:10]([CH3:13])=[CH:11][CH:12]=1)[CH3:2].[H-].[Na+].Br[CH2:18][C:19]([O:21][CH2:22][CH3:23])=[O:20].O. (3) Given the product [NH2:36][CH2:35][CH2:34][C@H:33]([NH:32][C:6]([C:5]1[CH:9]=[CH:10][C:2]([Cl:1])=[C:3]([NH:11][C:12]([C:14]2[C:15](=[O:31])[NH:16][C:17]3[C:22]([CH:23]=2)=[CH:21][C:20]([O:24][CH2:25][CH2:26][O:27][CH3:28])=[C:19]([O:29][CH3:30])[CH:18]=3)=[O:13])[CH:4]=1)=[O:8])[C:44]1[CH:49]=[CH:48][CH:47]=[CH:46][CH:45]=1, predict the reactants needed to synthesize it. The reactants are: [Cl:1][C:2]1[CH:10]=[CH:9][C:5]([C:6]([OH:8])=O)=[CH:4][C:3]=1[NH:11][C:12]([C:14]1[C:15](=[O:31])[NH:16][C:17]2[C:22]([CH:23]=1)=[CH:21][C:20]([O:24][CH2:25][CH2:26][O:27][CH3:28])=[C:19]([O:29][CH3:30])[CH:18]=2)=[O:13].[NH2:32][CH:33]([C:44]1[CH:49]=[CH:48][CH:47]=[CH:46][CH:45]=1)[CH2:34][CH2:35][NH:36]C(=O)OC(C)(C)C. (4) Given the product [ClH:3].[Br:5][C:6]1[N:7]=[CH:8][N:9]([C:14]2[CH:19]=[CH:18][C:17]([CH3:20])=[CH:16][C:15]=2[CH3:21])[C:10]=1[C:11]([Cl:3])=[O:12], predict the reactants needed to synthesize it. The reactants are: S(Cl)([Cl:3])=O.[Br:5][C:6]1[N:7]=[CH:8][N:9]([C:14]2[CH:19]=[CH:18][C:17]([CH3:20])=[CH:16][C:15]=2[CH3:21])[C:10]=1[C:11](O)=[O:12]. (5) Given the product [NH2:1][C:2]1[C:11]2[CH:10]=[CH:9][CH:8]=[C:7]([C:23]3[C:22]([F:21])=[CH:27][CH:26]=[CH:25][N:24]=3)[C:6]=2[N:5]=[C:4]2[CH2:13][N:14]([CH:17]3[CH2:20][CH2:19][CH2:18]3)[C:15](=[O:16])[C:3]=12, predict the reactants needed to synthesize it. The reactants are: [NH2:1][C:2]1[C:11]2[CH:10]=[CH:9][CH:8]=[C:7](Br)[C:6]=2[N:5]=[C:4]2[CH2:13][N:14]([CH:17]3[CH2:20][CH2:19][CH2:18]3)[C:15](=[O:16])[C:3]=12.[F:21][C:22]1[C:23]([Sn](CCCC)(CCCC)CCCC)=[N:24][CH:25]=[CH:26][CH:27]=1. (6) Given the product [N:16]1([C:14]([CH:11]2[CH2:12][CH2:13][NH:8][CH2:9][CH2:10]2)=[O:15])[CH2:17][CH2:18][CH2:19]1, predict the reactants needed to synthesize it. The reactants are: C(OC([N:8]1[CH2:13][CH2:12][CH:11]([C:14]([N:16]2[CH2:19][CH2:18][CH2:17]2)=[O:15])[CH2:10][CH2:9]1)=O)(C)(C)C.FC(F)(F)C(O)=O.